From a dataset of Peptide-MHC class II binding affinity with 134,281 pairs from IEDB. Regression. Given a peptide amino acid sequence and an MHC pseudo amino acid sequence, predict their binding affinity value. This is MHC class II binding data. (1) The binding affinity (normalized) is 0.215. The peptide sequence is TDDNEEPIAAYHFDL. The MHC is DRB1_0101 with pseudo-sequence DRB1_0101. (2) The binding affinity (normalized) is 0.0415. The MHC is HLA-DQA10501-DQB10301 with pseudo-sequence HLA-DQA10501-DQB10301. The peptide sequence is NLNIKLNMPLYIAGN. (3) The MHC is HLA-DQA10501-DQB10303 with pseudo-sequence HLA-DQA10501-DQB10303. The peptide sequence is AEMVIHHQHVQDCDE. The binding affinity (normalized) is 0.329. (4) The peptide sequence is PRTLNGPGPGSPAIF. The MHC is DRB1_0901 with pseudo-sequence DRB1_0901. The binding affinity (normalized) is 0. (5) The peptide sequence is VIPAGELQVIEKVDAAFKVA. The MHC is DRB1_0404 with pseudo-sequence DRB1_0404. The binding affinity (normalized) is 0.516.